From a dataset of Experimentally validated miRNA-target interactions with 360,000+ pairs, plus equal number of negative samples. Binary Classification. Given a miRNA mature sequence and a target amino acid sequence, predict their likelihood of interaction. (1) The miRNA is hsa-miR-3193 with sequence UCCUGCGUAGGAUCUGAGGAGU. The protein sequence of the target gene is MSSDFPHYNFRMPNIGFQNLPLNIYIVVFGTAVFVFILSLLFCCYLIRLRHQAHKEFYAYKQVILKEKVKELNLHELCAVCLEDFKPRDELGICPCKHAFHRKCLVKWLEVRKVCPLCNMPVLQLAQLHSKQDRGPPQEPLPGAENIV. Result: 0 (no interaction). (2) The protein sequence of the target gene is MGWTMRLVTAALLLGLMMVVTGDEDENSPCAHEALLDEDTLFCQGLEVFYPELGNIGCKVVPDCNNYRQKITSWMEPIVKFPGAVDGATYILVMVDPDAPSRAEPRQRFWRHWLVTDIKGADLKKGKIQGQELSAYQAPSPPAHSGFHRYQFFVYLQEGKVISLLPKENKTRGSWKMDRFLNRFHLGEPEASTQFMTQNYQDSPTLQAPRERASEPKHKNQAEIAAC. The miRNA is hsa-miR-3913-3p with sequence AGACAUCAAGAUCAGUCCCAAA. Result: 0 (no interaction).